From a dataset of Reaction yield outcomes from USPTO patents with 853,638 reactions. Predict the reaction yield, written as a fraction of the theoretical maximum amount of product (1.0 means a 100% yield; for example, 0.34 means a 34% yield). (1) The product is [CH:1]1([CH:7]([NH:26][C:27]2[CH:32]=[CH:31][C:30]([C:33]([NH:35][CH2:36][CH2:37][C:38]([O:40][CH2:41][CH3:42])=[O:39])=[O:34])=[CH:29][CH:28]=2)[C:8]2[CH:12]=[C:11]([C:13]3[CH:14]=[CH:15][C:16]([O:19][CH2:20][CH2:21][CH2:22][S:23]([CH3:24])=[O:43])=[CH:17][CH:18]=3)[O:10][C:9]=2[CH3:25])[CH2:6][CH2:5][CH2:4][CH2:3][CH2:2]1. The reactants are [CH:1]1([CH:7]([NH:26][C:27]2[CH:32]=[CH:31][C:30]([C:33]([NH:35][CH2:36][CH2:37][C:38]([O:40][CH2:41][CH3:42])=[O:39])=[O:34])=[CH:29][CH:28]=2)[C:8]2[CH:12]=[C:11]([C:13]3[CH:18]=[CH:17][C:16]([O:19][CH2:20][CH2:21][CH2:22][S:23][CH3:24])=[CH:15][CH:14]=3)[O:10][C:9]=2[CH3:25])[CH2:6][CH2:5][CH2:4][CH2:3][CH2:2]1.[OH:43]OS([O-])=O.[K+]. The yield is 0.910. The catalyst is CO.O. (2) The reactants are [NH:1]1[CH2:4][CH:3]([CH:5]2[CH2:10][CH2:9][N:8]([C:11]([C:13]3[S:14][CH:15]=[CH:16][N:17]=3)=[O:12])[CH2:7][CH2:6]2)[CH2:2]1.[F:18][C:19]([F:36])([F:35])[C:20]1[CH:21]=[C:22]([C:26]2[CH:31]=[CH:30][C:29]([C:32](O)=[O:33])=[CH:28][CH:27]=2)[CH:23]=[CH:24][CH:25]=1.CCN(CC)CC.CN(C(ON1N=NC2C=CC=NC1=2)=[N+](C)C)C.F[P-](F)(F)(F)(F)F. The catalyst is C(Cl)Cl. The product is [S:14]1[CH:15]=[CH:16][N:17]=[C:13]1[C:11]([N:8]1[CH2:7][CH2:6][CH:5]([CH:3]2[CH2:2][N:1]([C:32]([C:29]3[CH:28]=[CH:27][C:26]([C:22]4[CH:23]=[CH:24][CH:25]=[C:20]([C:19]([F:18])([F:35])[F:36])[CH:21]=4)=[CH:31][CH:30]=3)=[O:33])[CH2:4]2)[CH2:10][CH2:9]1)=[O:12]. The yield is 0.420. (3) The reactants are [F:1][C:2]1[CH:7]=[CH:6][C:5]([NH:8][C:9]([NH2:11])=[S:10])=[CH:4][CH:3]=1.Br[CH2:13][C:14]([C:16]1[CH:21]=[CH:20][C:19]([F:22])=[CH:18][CH:17]=1)=O. The catalyst is C1COCC1. The product is [F:1][C:2]1[CH:3]=[CH:4][C:5]([NH:8][C:9]2[S:10][CH:13]=[C:14]([C:16]3[CH:21]=[CH:20][C:19]([F:22])=[CH:18][CH:17]=3)[N:11]=2)=[CH:6][CH:7]=1. The yield is 0.730. (4) The reactants are [C:1]1([C:7]2[S:11][N:10]=[C:9]([C:12]([O-:14])=[O:13])[CH:8]=2)[CH:6]=[CH:5][CH:4]=[CH:3][CH:2]=1.C1(C2SN=CC=2C([O-])=O)C=CC=CC=1. No catalyst specified. The product is [C:1]1([C:7]2[S:11][N:10]=[C:9]([C:12]([OH:14])=[O:13])[CH:8]=2)[CH:2]=[CH:3][CH:4]=[CH:5][CH:6]=1. The yield is 0.560.